From a dataset of Ames mutagenicity test results for genotoxicity prediction. Regression/Classification. Given a drug SMILES string, predict its toxicity properties. Task type varies by dataset: regression for continuous values (e.g., LD50, hERG inhibition percentage) or binary classification for toxic/non-toxic outcomes (e.g., AMES mutagenicity, cardiotoxicity, hepatotoxicity). Dataset: ames. (1) The result is 0 (non-mutagenic). The drug is CN(C)C=O. (2) The molecule is C=C(C=O)CCCC. The result is 1 (mutagenic).